From a dataset of TCR-epitope binding with 47,182 pairs between 192 epitopes and 23,139 TCRs. Binary Classification. Given a T-cell receptor sequence (or CDR3 region) and an epitope sequence, predict whether binding occurs between them. (1) The epitope is QARQMVQAMRTIGTHP. The TCR CDR3 sequence is CSARQPGAGFSPLHF. Result: 1 (the TCR binds to the epitope). (2) The epitope is NLWNTFTRL. The TCR CDR3 sequence is CASNDWLAGAHYEQYF. Result: 0 (the TCR does not bind to the epitope). (3) The epitope is YVLDHLIVV. The TCR CDR3 sequence is CASSSLTGAYNEQFF. Result: 0 (the TCR does not bind to the epitope). (4) The epitope is YLDAYNMMI. The TCR CDR3 sequence is CASSQFFGADRGNTGELFF. Result: 1 (the TCR binds to the epitope). (5) The epitope is KAFSPEVIPMF. The TCR CDR3 sequence is CATSDPNRDTDTQYF. Result: 1 (the TCR binds to the epitope). (6) The epitope is GTSGSPIVNR. The TCR CDR3 sequence is CASSPGTAEAFF. Result: 1 (the TCR binds to the epitope).